From a dataset of Forward reaction prediction with 1.9M reactions from USPTO patents (1976-2016). Predict the product of the given reaction. (1) The product is: [F:17][C:14]1[CH:15]=[CH:16][C:11]([C@@H:9]([NH:8][C:6]2[CH:5]=[C:4]([C:18]3[CH:19]=[N:20][N:21]([CH3:23])[CH:22]=3)[CH:3]=[C:2]([NH:24][C:25]3[CH:30]=[N:29][CH:28]=[CH:27][N:26]=3)[N:7]=2)[CH3:10])=[CH:12][CH:13]=1. Given the reactants Cl[C:2]1[N:7]=[C:6]([NH:8][C@H:9]([C:11]2[CH:16]=[CH:15][C:14]([F:17])=[CH:13][CH:12]=2)[CH3:10])[CH:5]=[C:4]([C:18]2[CH:19]=[N:20][N:21]([CH3:23])[CH:22]=2)[CH:3]=1.[NH2:24][C:25]1[CH:30]=[N:29][CH:28]=[CH:27][N:26]=1.C1(P(C2CCCCC2)C2C=CC=CC=2C2C(C(C)C)=CC(C(C)C)=CC=2C(C)C)CCCCC1.CC(C)([O-])C.[Na+], predict the reaction product. (2) Given the reactants CC1(C)C(C)(C)OB([C:9]2[CH2:14][CH2:13][N:12]([C:15]([O:17][C:18]([CH3:21])([CH3:20])[CH3:19])=[O:16])[CH2:11][CH:10]=2)O1.C(COC)OC.[CH2:29]([O:36][C:37]1[CH:42]=[CH:41][C:40](Br)=[CH:39][CH:38]=1)[C:30]1[CH:35]=[CH:34][CH:33]=[CH:32][CH:31]=1.C(=O)([O-])[O-].[Na+].[Na+], predict the reaction product. The product is: [CH2:29]([O:36][C:37]1[CH:42]=[CH:41][C:40]([C:9]2[CH2:14][CH2:13][N:12]([C:15]([O:17][C:18]([CH3:19])([CH3:20])[CH3:21])=[O:16])[CH2:11][CH:10]=2)=[CH:39][CH:38]=1)[C:30]1[CH:35]=[CH:34][CH:33]=[CH:32][CH:31]=1. (3) Given the reactants [C:1]([C:4]1[C:9]([NH:10][C:11]([C:13]2[S:14][CH:15]=[C:16]([CH:18]([CH3:20])[CH3:19])[N:17]=2)=O)=[C:8]([Cl:21])[C:7]([O:22][CH3:23])=[CH:6][CH:5]=1)(=[O:3])[CH3:2].C(C1N=C(C2C=C(O)C3C(=C(C)C(OC)=CC=3)N=2)SC=1)(C)C, predict the reaction product. The product is: [CH:18]([C:16]1[N:17]=[C:13]([C:11]2[CH:2]=[C:1]([OH:3])[C:4]3[C:9](=[C:8]([Cl:21])[C:7]([O:22][CH3:23])=[CH:6][CH:5]=3)[N:10]=2)[S:14][CH:15]=1)([CH3:20])[CH3:19]. (4) Given the reactants C(O[BH-](OC(=O)C)OC(=O)C)(=O)C.[Na+].[NH2:15][C@@H:16]([C@@H:22]([OH:28])[C:23]([O:25][CH2:26][CH3:27])=[O:24])[C:17]([O:19][CH2:20][CH3:21])=[O:18].C([C@@](C([O-])=O)(O)[C@@](CC)(O)C([O-])=O)C.[CH2:43]([O:50][CH2:51][N:52]1[C:60]2[C:59]([O:61][CH3:62])=[N:58][CH:57]=[N:56][C:55]=2[C:54]([CH:63]=O)=[CH:53]1)[C:44]1[CH:49]=[CH:48][CH:47]=[CH:46][CH:45]=1.C1C=C2C(C(O)(O)C(=O)C2=CC=1)=O, predict the reaction product. The product is: [CH2:43]([O:50][CH2:51][N:52]1[C:60]2[C:59]([O:61][CH3:62])=[N:58][CH:57]=[N:56][C:55]=2[C:54]([CH2:63][NH:15][C@@H:16]([C@@H:22]([OH:28])[C:23]([O:25][CH2:26][CH3:27])=[O:24])[C:17]([O:19][CH2:20][CH3:21])=[O:18])=[CH:53]1)[C:44]1[CH:49]=[CH:48][CH:47]=[CH:46][CH:45]=1.